Dataset: Full USPTO retrosynthesis dataset with 1.9M reactions from patents (1976-2016). Task: Predict the reactants needed to synthesize the given product. (1) Given the product [N:14]1[CH:19]=[CH:18][CH:17]=[CH:16][C:15]=1[C:20]1[C:21]([C:28]2[O:8][C:7]3[C:2]([N:1]=2)=[N:3][CH:4]=[CH:5][CH:6]=3)=[C:22]2[CH2:27][CH2:26][CH2:25][N:23]2[N:24]=1, predict the reactants needed to synthesize it. The reactants are: [NH2:1][C:2]1[C:7]([OH:8])=[CH:6][CH:5]=[CH:4][N:3]=1.P(Cl)(Cl)(Cl)=O.[N:14]1[CH:19]=[CH:18][CH:17]=[CH:16][C:15]=1[C:20]1[C:21]([C:28](O)=O)=[C:22]2[CH2:27][CH2:26][CH2:25][N:23]2[N:24]=1. (2) Given the product [CH3:78][C:67]1[CH:66]=[C:65]([O:64][C:62]2[CH:61]=[CH:60][N:59]=[C:58]([NH:6][C:5]3[CH:7]=[CH:8][C:2]([F:1])=[CH:3][CH:4]=3)[CH:63]=2)[C:70]([C:71]2[CH:76]=[CH:75][CH:74]=[CH:73][N:72]=2)=[N:69][C:68]=1[CH3:77], predict the reactants needed to synthesize it. The reactants are: [F:1][C:2]1[CH:8]=[CH:7][C:5]([NH2:6])=[CH:4][CH:3]=1.CC1(C)C2C(=C(P(C3C=CC=CC=3)C3C=CC=CC=3)C=CC=2)OC2C(P(C3C=CC=CC=3)C3C=CC=CC=3)=CC=CC1=2.C([O-])([O-])=O.[Cs+].[Cs+].Cl[C:58]1[CH:63]=[C:62]([O:64][C:65]2[CH:66]=[C:67]([CH3:78])[C:68]([CH3:77])=[N:69][C:70]=2[C:71]2[CH:76]=[CH:75][CH:74]=[CH:73][N:72]=2)[CH:61]=[CH:60][N:59]=1. (3) Given the product [C:30]([NH:1][C:2]1[CH:3]=[CH:4][C:5]([N:8]2[C:12]([CH3:13])=[C:11]([C:14]([NH:16][N:17]3[CH2:22][CH2:21][CH2:20][CH2:19][CH2:18]3)=[O:15])[N:10]=[C:9]2[C:23]2[CH:28]=[CH:27][CH:26]=[CH:25][C:24]=2[Cl:29])=[CH:6][CH:7]=1)(=[O:32])[CH3:31], predict the reactants needed to synthesize it. The reactants are: [NH2:1][C:2]1[CH:7]=[CH:6][C:5]([N:8]2[C:12]([CH3:13])=[C:11]([C:14]([NH:16][N:17]3[CH2:22][CH2:21][CH2:20][CH2:19][CH2:18]3)=[O:15])[N:10]=[C:9]2[C:23]2[CH:28]=[CH:27][CH:26]=[CH:25][C:24]=2[Cl:29])=[CH:4][CH:3]=1.[C:30](OC(=O)C)(=[O:32])[CH3:31]. (4) Given the product [CH2:19]([C:23]1[O:24][C:25]2[CH:34]=[CH:33][C:32]([NH:35][S:36]([CH3:39])(=[O:38])=[O:37])=[CH:31][C:26]=2[C:27]=1[C:28](=[O:30])[C:44]1[CH:45]=[CH:46][C:41]([O:40][CH2:47][CH2:48][CH2:49][N:50]([CH2:55][CH2:56][CH2:57][CH3:58])[CH2:51][CH2:52][CH2:53][CH3:54])=[CH:42][CH:43]=1)[CH2:20][CH2:21][CH3:22], predict the reactants needed to synthesize it. The reactants are: FC(F)(F)C(OC(=O)C(F)(F)F)=O.P(=O)(O)(O)O.[CH2:19]([C:23]1[O:24][C:25]2[CH:34]=[CH:33][C:32]([NH:35][S:36]([CH3:39])(=[O:38])=[O:37])=[CH:31][C:26]=2[C:27]=1[C:28]([OH:30])=O)[CH2:20][CH2:21][CH3:22].[O:40]([CH2:47][CH2:48][CH2:49][N:50]([CH2:55][CH2:56][CH2:57][CH3:58])[CH2:51][CH2:52][CH2:53][CH3:54])[C:41]1[CH:46]=[CH:45][CH:44]=[CH:43][CH:42]=1. (5) Given the product [C:3]([O:7][C@@H:8]([C@H:10]1[CH2:14][O:13][C:12](=[O:15])[N:11]1[C:16]1[CH:17]=[C:18]([CH2:23][OH:24])[N:19]=[C:20]([Cl:22])[N:21]=1)[CH3:9])([CH3:4])([CH3:5])[CH3:6], predict the reactants needed to synthesize it. The reactants are: [BH4-].[Na+].[C:3]([O:7][C@@H:8]([C@H:10]1[CH2:14][O:13][C:12](=[O:15])[N:11]1[C:16]1[N:21]=[C:20]([Cl:22])[N:19]=[C:18]([C:23](OC)=[O:24])[CH:17]=1)[CH3:9])([CH3:6])([CH3:5])[CH3:4]. (6) Given the product [Cl:24][C:25]1[S:26][C:27]([Cl:33])=[CH:28][C:29]=1[C:30]1[O:15][N:14]=[C:13]([CH2:12][N:8]2[C:9]3[C:5](=[C:4]([C:20]([F:22])([F:23])[F:21])[C:3]([C:1]#[N:2])=[CH:11][CH:10]=3)[CH:6]=[C:7]2[CH2:17][CH2:18][CH3:19])[N:16]=1, predict the reactants needed to synthesize it. The reactants are: [C:1]([C:3]1[C:4]([C:20]([F:23])([F:22])[F:21])=[C:5]2[C:9](=[CH:10][CH:11]=1)[N:8]([CH2:12][C:13](=[NH:16])[NH:14][OH:15])[C:7]([CH2:17][CH2:18][CH3:19])=[CH:6]2)#[N:2].[Cl:24][C:25]1[S:26][C:27]([Cl:33])=[CH:28][C:29]=1[C:30](Cl)=O.C(N(CC)C(C)C)(C)C. (7) Given the product [Cl:28][C:20]1[C:3]([CH2:4][NH:5][C:6]2[CH:7]=[CH:8][C:9]([C:12]3[CH:17]=[CH:16][C:15]([Cl:18])=[CH:14][C:13]=3[Cl:19])=[CH:10][CH:11]=2)=[C:2]([C:37]2[CH:38]=[CH:39][C:40]([C:43]([NH:45][CH2:46][CH2:47][C:48]([O:50][CH2:51][CH3:52])=[O:49])=[O:44])=[N:41][CH:42]=2)[CH:23]=[C:22]([C:24]([F:27])([F:25])[F:26])[CH:21]=1, predict the reactants needed to synthesize it. The reactants are: Br[C:2]1[CH:23]=[C:22]([C:24]([F:27])([F:26])[F:25])[CH:21]=[C:20]([Cl:28])[C:3]=1[CH2:4][NH:5][C:6]1[CH:11]=[CH:10][C:9]([C:12]2[CH:17]=[CH:16][C:15]([Cl:18])=[CH:14][C:13]=2[Cl:19])=[CH:8][CH:7]=1.CC1(C)C(C)(C)OB([C:37]2[CH:38]=[CH:39][C:40]([C:43]([NH:45][CH2:46][CH2:47][C:48]([O:50][CH2:51][CH3:52])=[O:49])=[O:44])=[N:41][CH:42]=2)O1.C([O-])([O-])=O.[K+].[K+].